Dataset: Forward reaction prediction with 1.9M reactions from USPTO patents (1976-2016). Task: Predict the product of the given reaction. (1) Given the reactants C[O:2][C:3](=[O:21])[C:4]1[CH:9]=[C:8]([S:10](=[O:14])(=[O:13])[NH:11][CH3:12])[CH:7]=[CH:6][C:5]=1[O:15][CH2:16][C:17]([F:20])([F:19])[F:18].[OH-].[Na+], predict the reaction product. The product is: [CH3:12][NH:11][S:10]([C:8]1[CH:7]=[CH:6][C:5]([O:15][CH2:16][C:17]([F:19])([F:18])[F:20])=[C:4]([CH:9]=1)[C:3]([OH:21])=[O:2])(=[O:13])=[O:14]. (2) The product is: [CH2:35]1[C:36]2[C:41](=[CH:40][CH:39]=[CH:38][CH:37]=2)[CH2:42][CH2:43][N:34]1[CH2:33][CH:32]([OH:44])[CH2:31][NH:30][C:4](=[O:29])[CH2:5][O:6][C:7]1[CH:8]=[C:9]2[C:13](=[CH:14][CH:15]=1)[N:12]([CH:16]1[CH2:17][CH2:18][N:19]([C:22]([O:24][C:25]([CH3:28])([CH3:27])[CH3:26])=[O:23])[CH2:20][CH2:21]1)[N:11]=[CH:10]2. Given the reactants C(O[C:4](=[O:29])[CH2:5][O:6][C:7]1[CH:8]=[C:9]2[C:13](=[CH:14][CH:15]=1)[N:12]([CH:16]1[CH2:21][CH2:20][N:19]([C:22]([O:24][C:25]([CH3:28])([CH3:27])[CH3:26])=[O:23])[CH2:18][CH2:17]1)[N:11]=[CH:10]2)C.[NH2:30][CH2:31][CH:32]([OH:44])[CH2:33][N:34]1[CH2:43][CH2:42][C:41]2[C:36](=[CH:37][CH:38]=[CH:39][CH:40]=2)[CH2:35]1, predict the reaction product. (3) The product is: [Br:18][CH2:19][CH2:20][CH2:21][N:12]1[C:11]([O:15][CH3:16])=[N:10][C:9]2[C:13]1=[N:14][C:6]([O:5][CH2:1][CH2:2][CH2:3][CH3:4])=[N:7][C:8]=2[NH2:17]. Given the reactants [CH2:1]([O:5][C:6]1[N:14]=[C:13]2[C:9]([NH:10][C:11]([O:15][CH3:16])=[N:12]2)=[C:8]([NH2:17])[N:7]=1)[CH2:2][CH2:3][CH3:4].[Br:18][CH2:19][CH2:20][CH:21](Br)C.C(=O)([O-])[O-].[K+].[K+].O, predict the reaction product. (4) Given the reactants Br[C:2]1[CH:3]=[C:4]([NH:9][S:10]([CH3:13])(=[O:12])=[O:11])[C:5]([CH3:8])=[N:6][CH:7]=1.[N:14]1[C:23]2[C:18](=[CH:19][C:20](B(O)O)=[CH:21][CH:22]=2)[CH:17]=[CH:16][CH:15]=1.C(=O)([O-])[O-].[K+].[K+], predict the reaction product. The product is: [CH3:8][C:5]1[C:4]([NH:9][S:10]([CH3:13])(=[O:12])=[O:11])=[CH:3][C:2]([C:20]2[CH:19]=[C:18]3[C:23](=[CH:22][CH:21]=2)[N:14]=[CH:15][CH:16]=[CH:17]3)=[CH:7][N:6]=1. (5) Given the reactants [CH:1](=O)[C:2]1[CH:7]=[CH:6][CH:5]=[CH:4][CH:3]=1.Cl.[CH3:10][O:11][C:12](=[O:16])[C@@H:13]([CH3:15])[NH2:14].C(O[BH-](OC(=O)C)OC(=O)C)(=O)C.[Na+], predict the reaction product. The product is: [CH3:10][O:11][C:12](=[O:16])[C@@H:13]([CH3:15])[NH:14][CH2:1][C:2]1[CH:7]=[CH:6][CH:5]=[CH:4][CH:3]=1. (6) Given the reactants C(OC(N[C@H](C(NC[C@@H](NC(OC(C)(C)C)=O)C(C)C)=O)CC1C=CC=CC=1)=O)C1C=CC=CC=1.Cl.[NH2:37][C@:38](NC(OC(C)(C)C)=O)([CH:62]([CH3:64])[CH3:63])[CH2:39][NH:40][C:41](=[O:61])[C@H:42]([CH2:54][C:55]1[CH:60]=[CH:59][CH:58]=[CH:57][CH:56]=1)[NH:43][C:44]([O:46][CH2:47][C:48]1[CH:53]=[CH:52][CH:51]=[CH:50][CH:49]=1)=[O:45].C(N(CC)CC)C.C1C=CC2N(O)N=NC=2C=1.[C:90]([NH:97][C@H:98]([C:103](O)=[O:104])[CH2:99][CH:100]([CH3:102])[CH3:101])([O:92][C:93]([CH3:96])([CH3:95])[CH3:94])=[O:91].C1CCC(N=C=NC2CCCCC2)CC1, predict the reaction product. The product is: [CH2:47]([O:46][C:44]([NH:43][C@H:42]([C:41]([NH:40][CH2:39][C@@H:38]([NH:37][C:103](=[O:104])[C@H:98]([CH2:99][CH:100]([CH3:101])[CH3:102])[NH:97][C:90]([O:92][C:93]([CH3:94])([CH3:95])[CH3:96])=[O:91])[CH:62]([CH3:64])[CH3:63])=[O:61])[CH2:54][C:55]1[CH:56]=[CH:57][CH:58]=[CH:59][CH:60]=1)=[O:45])[C:48]1[CH:53]=[CH:52][CH:51]=[CH:50][CH:49]=1. (7) Given the reactants [OH:1][C:2]1[CH:3]=[C:4]2[C:9](=[CH:10][CH:11]=1)[C:8](=[O:12])[CH2:7][CH2:6][CH2:5]2.S(C1C=CC(C)=CC=1)(O[CH2:17][C:18]([F:21])([F:20])[F:19])(=O)=O.C(=O)([O-])[O-].[K+].[K+], predict the reaction product. The product is: [F:19][C:18]([F:21])([F:20])[CH2:17][O:1][C:2]1[CH:3]=[C:4]2[C:9](=[CH:10][CH:11]=1)[C:8](=[O:12])[CH2:7][CH2:6][CH2:5]2. (8) The product is: [Cl:26][CH2:27][C:28]([N:6]([CH:1]1[CH2:5][CH2:4][CH2:3][CH2:2]1)[C:7]1[CH:23]=[C:22]([F:24])[C:21]([F:25])=[CH:20][C:8]=1[C:9]([NH:11][CH2:12][CH2:13][CH2:14][C:15]([O:17][CH2:18][CH3:19])=[O:16])=[O:10])=[O:29]. Given the reactants [CH:1]1([NH:6][C:7]2[CH:23]=[C:22]([F:24])[C:21]([F:25])=[CH:20][C:8]=2[C:9]([NH:11][CH2:12][CH2:13][CH2:14][C:15]([O:17][CH2:18][CH3:19])=[O:16])=[O:10])[CH2:5][CH2:4][CH2:3][CH2:2]1.[Cl:26][CH2:27][C:28](Cl)=[O:29].C(=O)([O-])O.[Na+], predict the reaction product.